Dataset: Full USPTO retrosynthesis dataset with 1.9M reactions from patents (1976-2016). Task: Predict the reactants needed to synthesize the given product. (1) Given the product [Br:1][C:2]1[CH:11]=[CH:10][CH:9]=[C:4]2[C:3]=1[N:14]([CH3:13])[N:15]=[C:5]2[OH:6], predict the reactants needed to synthesize it. The reactants are: [Br:1][C:2]1[C:3](F)=[C:4]([CH:9]=[CH:10][CH:11]=1)[C:5](OC)=[O:6].[CH3:13][NH:14][NH2:15].O. (2) Given the product [CH3:1][N:2]([CH2:16][CH2:17][N:18]([CH3:19])[S:3]([C:23]1[CH:22]=[CH:31][CH:30]=[C:9]([O:12][CH3:13])[CH:8]=1)(=[O:5])=[O:4])[S:3]([C:6]1[CH:11]=[CH:10][C:9]([O:12][CH3:13])=[C:8]([O:14][CH3:15])[CH:7]=1)(=[O:4])=[O:5], predict the reactants needed to synthesize it. The reactants are: [CH3:1][N:2]([CH2:16][CH2:17][NH:18][CH3:19])[S:3]([C:6]1[CH:11]=[CH:10][C:9]([O:12][CH3:13])=[C:8]([O:14][CH3:15])[CH:7]=1)(=[O:5])=[O:4].CN[CH2:22][CH2:23]NC.N1[CH2:31][CH2:30]NCC1.